Dataset: Catalyst prediction with 721,799 reactions and 888 catalyst types from USPTO. Task: Predict which catalyst facilitates the given reaction. (1) Reactant: [NH2:1][C:2]1[C:3]([CH3:13])=[C:4]([CH:7]=[CH:8][C:9]=1[N+:10]([O-])=O)[C:5]#[N:6]. Product: [NH2:1][C:2]1[C:3]([CH3:13])=[C:4]([CH:7]=[CH:8][C:9]=1[NH2:10])[C:5]#[N:6]. The catalyst class is: 5. (2) The catalyst class is: 3. Product: [CH3:19][C@@H:2]1[O:1][C:20](=[O:21])[N:5]([CH:6]2[CH2:11][CH2:10][N:9]([C:12]([O:14][C:15]([CH3:18])([CH3:17])[CH3:16])=[O:13])[CH2:8][CH2:7]2)[C:3]1=[O:4]. Reactant: [OH:1][C@@H:2]([CH3:19])[C:3]([NH:5][CH:6]1[CH2:11][CH2:10][N:9]([C:12]([O:14][C:15]([CH3:18])([CH3:17])[CH3:16])=[O:13])[CH2:8][CH2:7]1)=[O:4].[C:20](N1C=CN=C1)(N1C=CN=C1)=[O:21]. (3) Reactant: Br[C:2]1[CH:7]=[CH:6][C:5]([F:8])=[CH:4][C:3]=1[F:9].C([Li])CCCCC.[CH2:17]([N:24]1[CH2:28][CH2:27][C:26](=[O:29])[CH2:25]1)[C:18]1[CH:23]=[CH:22][CH:21]=[CH:20][CH:19]=1. Product: [CH2:17]([N:24]1[CH2:28][CH2:27][C:26]([C:2]2[CH:7]=[CH:6][C:5]([F:8])=[CH:4][C:3]=2[F:9])([OH:29])[CH2:25]1)[C:18]1[CH:19]=[CH:20][CH:21]=[CH:22][CH:23]=1. The catalyst class is: 27.